This data is from Reaction yield outcomes from USPTO patents with 853,638 reactions. The task is: Predict the reaction yield, written as a fraction of the theoretical maximum amount of product (1.0 means a 100% yield; for example, 0.34 means a 34% yield). (1) The reactants are O.[OH-].[Li+].C[O:5][C:6]([C:8]12[CH2:15][CH2:14][C:11]([C:16]3[NH:17][C:18]([C:30]4[CH:35]=[CH:34][CH:33]=[C:32]([CH3:36])[N:31]=4)=[C:19]([C:21]4[CH:29]=[CH:28][C:24]5[O:25][CH2:26][O:27][C:23]=5[CH:22]=4)[N:20]=3)([CH2:12][CH2:13]1)[CH2:10][CH2:9]2)=[O:7]. The catalyst is C1COCC1.CO.O. The product is [O:25]1[C:24]2[CH:28]=[CH:29][C:21]([C:19]3[N:20]=[C:16]([C:11]45[CH2:14][CH2:15][C:8]([C:6]([OH:7])=[O:5])([CH2:9][CH2:10]4)[CH2:13][CH2:12]5)[NH:17][C:18]=3[C:30]3[CH:35]=[CH:34][CH:33]=[C:32]([CH3:36])[N:31]=3)=[CH:22][C:23]=2[O:27][CH2:26]1. The yield is 0.990. (2) The reactants are [Cl:1][C:2]1[C:3]([C:9]([F:16])([F:15])[C:10](OCC)=[O:11])=[N:4][CH:5]=[C:6]([Cl:8])[CH:7]=1.[BH4-].[Na+].Cl.O. The catalyst is C(O)C. The product is [Cl:1][C:2]1[C:3]([C:9]([F:15])([F:16])[CH2:10][OH:11])=[N:4][CH:5]=[C:6]([Cl:8])[CH:7]=1. The yield is 0.800. (3) The reactants are [O:1]1[CH2:6][CH2:5][CH:4]([C:7]([O:9]C)=O)[CH2:3][CH2:2]1.O.[NH2:12][NH2:13]. The catalyst is CO. The product is [O:1]1[CH2:6][CH2:5][CH:4]([C:7]([NH:12][NH2:13])=[O:9])[CH2:3][CH2:2]1. The yield is 0.800. (4) The reactants are CO[C:3](=[O:20])[CH:4]([C:12]1[CH:17]=[CH:16][C:15]([Cl:18])=[C:14]([Cl:19])[CH:13]=1)[CH2:5][CH:6]1[CH2:10][CH2:9][CH:8]([F:11])[CH2:7]1.[NH2:21][C:22]1[S:23][CH:24]=[CH:25][N:26]=1.C[O-].[Mg+2].C[O-].CO. No catalyst specified. The product is [Cl:19][C:14]1[CH:13]=[C:12]([CH:4]([CH2:5][CH:6]2[CH2:10][CH2:9][CH:8]([F:11])[CH2:7]2)[C:3]([NH:21][C:22]2[S:23][CH:24]=[CH:25][N:26]=2)=[O:20])[CH:17]=[CH:16][C:15]=1[Cl:18]. The yield is 0.0270. (5) The reactants are [OH:1][C:2]1[CH:7]=[CH:6][C:5]([C:8]([C:11]2[CH:16]=[CH:15][C:14]([OH:17])=[CH:13][CH:12]=2)([CH3:10])[CH3:9])=[CH:4][CH:3]=1.[OH-].[K+].[CH3:20][C:21]1[CH:28]=[CH:27][CH:26]=[CH:25][C:22]=1[CH2:23]Cl.O. The catalyst is CC(N(C)C)=O. The product is [CH3:20][C:21]1[CH:28]=[CH:27][CH:26]=[CH:25][C:22]=1[CH2:23][O:1][C:2]1[CH:3]=[CH:4][C:5]([C:8]([C:11]2[CH:12]=[CH:13][C:14]([O:17][CH2:20][C:21]3[CH:28]=[CH:27][CH:26]=[CH:25][C:22]=3[CH3:23])=[CH:15][CH:16]=2)([CH3:10])[CH3:9])=[CH:6][CH:7]=1. The yield is 0.520. (6) The reactants are [Br:1][C:2]1[C:3](Cl)=[N:4][C:5]([CH3:15])=[CH:6][C:7]=1[C:8]1[CH:13]=[CH:12][C:11]([Cl:14])=[CH:10][CH:9]=1.[NH2:17][NH2:18]. The catalyst is O1CCOCC1. The product is [Br:1][C:2]1[C:3]([NH:17][NH2:18])=[N:4][C:5]([CH3:15])=[CH:6][C:7]=1[C:8]1[CH:13]=[CH:12][C:11]([Cl:14])=[CH:10][CH:9]=1. The yield is 0.900. (7) The yield is 0.920. The product is [C:32]1([S:29]([N:26]2[CH2:25][CH2:24][N:23]([C:21]([C:16]3[NH:17][C:18]4[C:14]([CH:15]=3)=[CH:13][C:12]([C:10]([N:7]3[CH2:8][CH2:9][N:4]([CH:1]([CH3:3])[CH3:2])[CH2:5][CH2:6]3)=[O:11])=[CH:20][CH:19]=4)=[O:22])[CH2:28][CH2:27]2)(=[O:30])=[O:31])[CH:37]=[CH:38][CH:33]=[CH:34][CH:35]=1. No catalyst specified. The reactants are [CH:1]([N:4]1[CH2:9][CH2:8][N:7]([C:10]([C:12]2[CH:13]=[C:14]3[C:18](=[CH:19][CH:20]=2)[NH:17][C:16]([C:21]([N:23]2[CH2:28][CH2:27][N:26]([S:29]([CH3:32])(=[O:31])=[O:30])[CH2:25][CH2:24]2)=[O:22])=[CH:15]3)=[O:11])[CH2:6][CH2:5]1)([CH3:3])[CH3:2].[C:33]1(S(N2CCNCC2)(=O)=O)[CH:38]=[CH:37]C=[CH:35][CH:34]=1. (8) The reactants are [NH2:1][C:2]1[C:7]2[C:8]([Br:11])=[CH:9][S:10][C:6]=2[C:5]([CH2:12][OH:13])=[CH:4][N:3]=1. The catalyst is C1COCC1.O=[Mn]=O. The product is [NH2:1][C:2]1[C:7]2[C:8]([Br:11])=[CH:9][S:10][C:6]=2[C:5]([CH:12]=[O:13])=[CH:4][N:3]=1. The yield is 0.890. (9) The reactants are [NH2:1][C:2]1[CH2:7][CH2:6][CH2:5][CH2:4][C:3]=1[C:8]([O:10][CH2:11][CH3:12])=[O:9].P(Cl)(Cl)Cl.[N:17]1[C:26]2[C:21](=[CH:22][CH:23]=[CH:24][CH:25]=2)[CH:20]=[CH:19][C:18]=1[N:27]1[CH2:32][CH2:31][N:30]([CH:33]([CH3:40])[CH2:34][CH2:35][CH2:36][C:37](O)=[O:38])[CH2:29][CH2:28]1. The catalyst is N1C=CC=CC=1. The product is [N:17]1[C:26]2[C:21](=[CH:22][CH:23]=[CH:24][CH:25]=2)[CH:20]=[CH:19][C:18]=1[N:27]1[CH2:28][CH2:29][N:30]([CH:33]([CH3:40])[CH2:34][CH2:35][CH2:36][C:37]([NH:1][C:2]2[CH2:7][CH2:6][CH2:5][CH2:4][C:3]=2[C:8]([O:10][CH2:11][CH3:12])=[O:9])=[O:38])[CH2:31][CH2:32]1. The yield is 0.380.